Dataset: Full USPTO retrosynthesis dataset with 1.9M reactions from patents (1976-2016). Task: Predict the reactants needed to synthesize the given product. (1) Given the product [F:16][C:17]([F:34])([F:35])[C:18]1[CH:33]=[CH:32][C:21]([CH2:22][O:23][C:24]2[CH:29]=[CH:28][CH:27]=[CH:26][C:25]=2[CH2:30][O:14][C:12]2[CH:11]=[CH:10][C:9]3[C:5]([CH2:4][C:3]([OH:2])=[O:15])=[CH:6][O:7][C:8]=3[CH:13]=2)=[CH:20][CH:19]=1, predict the reactants needed to synthesize it. The reactants are: C[O:2][C:3](=[O:15])[CH2:4][C:5]1[C:9]2[CH:10]=[CH:11][C:12]([OH:14])=[CH:13][C:8]=2[O:7][CH:6]=1.[F:16][C:17]([F:35])([F:34])[C:18]1[CH:33]=[CH:32][C:21]([CH2:22][O:23][C:24]2[CH:29]=[CH:28][CH:27]=[CH:26][C:25]=2[CH2:30]Cl)=[CH:20][CH:19]=1. (2) Given the product [Si:1]([O:8][CH2:9][CH2:10][N:11]1[C:15]([CH3:16])=[C:14]([CH3:17])[N:13]=[C:12]1[CH:31]=[O:32])([C:4]([CH3:7])([CH3:6])[CH3:5])([CH3:3])[CH3:2], predict the reactants needed to synthesize it. The reactants are: [Si:1]([O:8][CH2:9][CH2:10][N:11]1[C:15]([CH3:16])=[C:14]([CH3:17])[N:13]=[CH:12]1)([C:4]([CH3:7])([CH3:6])[CH3:5])([CH3:3])[CH3:2].C([Li])CCC.CCCCCC.CN(C)[CH:31]=[O:32].C(O)(=O)C. (3) Given the product [CH2:1]([O:8][C:9]1[C:18]2[C:13](=[CH:14][CH:15]=[CH:16][CH:17]=2)[N:12]=[C:11]([CH2:19][O:20][C:21]2[N:26]=[CH:25][C:24]([C:34]([O:33][CH3:32])=[O:35])=[CH:23][N:22]=2)[C:10]=1[CH3:28])[C:2]1[CH:7]=[CH:6][CH:5]=[CH:4][CH:3]=1, predict the reactants needed to synthesize it. The reactants are: [CH2:1]([O:8][C:9]1[C:18]2[C:13](=[CH:14][CH:15]=[CH:16][CH:17]=2)[N:12]=[C:11]([CH2:19][O:20][C:21]2[N:26]=[CH:25][C:24](Br)=[CH:23][N:22]=2)[C:10]=1[CH3:28])[C:2]1[CH:7]=[CH:6][CH:5]=[CH:4][CH:3]=1.CN([CH:32]=[O:33])C.[CH3:34][OH:35].C(N(CC)CC)C. (4) Given the product [CH:1]1([CH2:7][C:8]2[S:12][C:11]([S:13]([NH:16][C:39](=[O:40])[CH3:38])(=[O:14])=[O:15])=[N:10][C:9]=2[C:17]2[CH:22]=[C:21]([C:23]([CH3:24])([CH3:26])[CH3:25])[CH:20]=[C:19]([C:27]([CH3:30])([CH3:29])[CH3:28])[CH:18]=2)[CH2:2][CH2:3][CH2:4][CH2:5][CH2:6]1, predict the reactants needed to synthesize it. The reactants are: [CH:1]1([CH2:7][C:8]2[S:12][C:11]([S:13]([NH2:16])(=[O:15])=[O:14])=[N:10][C:9]=2[C:17]2[CH:22]=[C:21]([C:23]([CH3:26])([CH3:25])[CH3:24])[CH:20]=[C:19]([C:27]([CH3:30])([CH3:29])[CH3:28])[CH:18]=2)[CH2:6][CH2:5][CH2:4][CH2:3][CH2:2]1.CCN(CC)CC.[CH3:38][C:39](OC(C)=O)=[O:40].O. (5) Given the product [Br:6][C:7]1[CH:8]=[C:9]([C:13]2[CH2:14][C:15]([C:20]3[CH:25]=[C:24]([Cl:26])[CH:23]=[C:22]([Cl:27])[CH:21]=3)([C:16]([F:19])([F:18])[F:17])[O:3][N:2]=2)[S:10][C:11]=1[CH3:12], predict the reactants needed to synthesize it. The reactants are: Cl.[NH2:2][OH:3].[OH-].[Na+].[Br:6][C:7]1[CH:8]=[C:9]([C:13](=O)[CH:14]=[C:15]([C:20]2[CH:25]=[C:24]([Cl:26])[CH:23]=[C:22]([Cl:27])[CH:21]=2)[C:16]([F:19])([F:18])[F:17])[S:10][C:11]=1[CH3:12].